This data is from Full USPTO retrosynthesis dataset with 1.9M reactions from patents (1976-2016). The task is: Predict the reactants needed to synthesize the given product. Given the product [Cl:20][C:21]1[CH:26]=[CH:25][C:24]([C:2]2[C:7]([O:19][CH2:18][C:15]3[CH:16]=[CH:17][N:12]=[CH:13][CH:14]=3)=[N:6][CH:5]=[C:4]([CH:3]=2)[C:9]([NH:30][C@@H:31]2[CH2:36][CH2:35][CH2:34][CH2:33][C@H:32]2[OH:37])=[O:11])=[CH:23][CH:22]=1, predict the reactants needed to synthesize it. The reactants are: Br[C:2]1[CH:3]=[C:4]([C:9]([OH:11])=O)[CH:5]=[N:6][C:7]=1Cl.[N:12]1[CH:17]=[CH:16][C:15]([CH2:18][OH:19])=[CH:14][CH:13]=1.[Cl:20][C:21]1[CH:26]=[CH:25][C:24](B(O)O)=[CH:23][CH:22]=1.[NH2:30][C@@H:31]1[CH2:36][CH2:35][CH2:34][CH2:33][C@H:32]1[OH:37].